Dataset: Full USPTO retrosynthesis dataset with 1.9M reactions from patents (1976-2016). Task: Predict the reactants needed to synthesize the given product. (1) Given the product [OH:33][C:32]([C:7]1[CH:12]=[C:11]([CH:13]([C:18]([CH3:20])([CH3:19])[CH3:21])[O:14][SiH:15]([CH3:17])[CH3:16])[CH:10]=[C:9]([CH:22]([C:27]([CH3:30])([CH3:28])[CH3:29])[O:23][SiH:24]([CH3:25])[CH3:26])[CH:8]=1)([CH3:34])[CH3:31], predict the reactants needed to synthesize it. The reactants are: [Li]CCCC.Br[C:7]1[CH:12]=[C:11]([CH:13]([C:18]([CH3:21])([CH3:20])[CH3:19])[O:14][SiH:15]([CH3:17])[CH3:16])[CH:10]=[C:9]([CH:22]([C:27]([CH3:30])([CH3:29])[CH3:28])[O:23][SiH:24]([CH3:26])[CH3:25])[CH:8]=1.[CH3:31][C:32]([CH3:34])=[O:33]. (2) Given the product [NH2:9][C:3]1[N:4]=[CH:5][N:6]=[C:7]([O:10][CH2:11][CH:12]2[CH2:13][CH2:14][N:15]([C:18](=[O:20])/[CH:41]=[CH:42]\[CH3:43])[CH2:16][CH2:17]2)[C:2]=1[C:29]1[CH:30]=[CH:31][C:26]([O:25][C:32]2[CH:37]=[CH:36][CH:35]=[CH:34][CH:33]=2)=[CH:27][CH:28]=1, predict the reactants needed to synthesize it. The reactants are: Cl[C:2]1[C:3]([NH2:9])=[N:4][CH:5]=[N:6][C:7]=1Cl.[OH:10][CH2:11][CH:12]1[CH2:17][CH2:16][N:15]([C:18]([O:20]C(C)(C)C)=O)[CH2:14][CH2:13]1.[O:25]([C:32]1[CH:37]=[CH:36][C:35](B(O)O)=[CH:34][CH:33]=1)[C:26]1[CH:31]=[CH:30][CH:29]=[CH:28][CH:27]=1.[C:41](O)(=O)[C:42]#[C:43]C. (3) Given the product [C:20]([CH:19]1[C:13](=[O:15])[CH2:12][CH2:11][N:10]([C:8]([O:7][C:3]([CH3:4])([CH3:5])[CH3:6])=[O:9])[CH2:18]1)#[N:21], predict the reactants needed to synthesize it. The reactants are: [H-].[Na+].[C:3]([O:7][C:8]([N:10]([CH2:18][CH2:19][C:20]#[N:21])[CH2:11][CH2:12][C:13]([O:15]CC)=O)=[O:9])([CH3:6])([CH3:5])[CH3:4]. (4) The reactants are: [N+](C1C=C[C:7]([O:10][P:11]([C:26]2[CH:31]=[CH:30][CH:29]=[CH:28][CH:27]=2)(=[O:25])[O:12][C:13]2[CH:14]=[C:15]3[C:19](=[CH:20][CH:21]=2)[N:18](C(=O)C)[N:17]=[CH:16]3)=CC=1)([O-])=O.C(O)C.CO.N12CCCN=C1CCCCC2. Given the product [CH3:7][O:10][P:11]([C:26]1[CH:27]=[CH:28][CH:29]=[CH:30][CH:31]=1)(=[O:25])[O:12][C:13]1[CH:14]=[C:15]2[C:19](=[CH:20][CH:21]=1)[NH:18][N:17]=[CH:16]2, predict the reactants needed to synthesize it.